Predict the product of the given reaction. From a dataset of Forward reaction prediction with 1.9M reactions from USPTO patents (1976-2016). Given the reactants [CH2:1]([O:3][C:4](=[O:21])[C:5](=[O:20])[C:6]1[CH:15]=[CH:14][C:13]2[C:12]([CH3:17])([CH3:16])[CH2:11][CH2:10][C:9]([CH3:19])([CH3:18])[C:8]=2[CH:7]=1)[CH3:2].[CH2:22](O[Si](C)(C)C)[C:23]1[CH:28]=[CH:27][CH:26]=[CH:25][CH:24]=1, predict the reaction product. The product is: [CH2:1]([O:3][C:4](=[O:21])[CH:5]([O:20][CH2:22][C:23]1[CH:28]=[CH:27][CH:26]=[CH:25][CH:24]=1)[C:6]1[CH:15]=[CH:14][C:13]2[C:12]([CH3:16])([CH3:17])[CH2:11][CH2:10][C:9]([CH3:19])([CH3:18])[C:8]=2[CH:7]=1)[CH3:2].